From a dataset of Full USPTO retrosynthesis dataset with 1.9M reactions from patents (1976-2016). Predict the reactants needed to synthesize the given product. (1) The reactants are: [CH2:1]=[CH:2][CH2:3][CH2:4][CH2:5][CH2:6][CH2:7][CH3:8].[CH:9]1[CH:14]=[CH:13][CH:12]=[CH:11][CH:10]=1. Given the product [CH2:1]([C:9]1[CH:14]=[CH:13][CH:12]=[CH:11][CH:10]=1)[CH2:2][CH2:3][CH2:4][CH2:5][CH2:6][CH2:7][CH3:8], predict the reactants needed to synthesize it. (2) Given the product [F:13][C:14]1[C:15]([B:28]([OH:33])[OH:29])=[CH:16][C:17]([CH:20]([N:22]2[CH2:27][CH2:26][O:25][CH2:24][CH2:23]2)[CH3:21])=[CH:18][N:19]=1, predict the reactants needed to synthesize it. The reactants are: C(NC(C)C)(C)C.C([Li])CCC.[F:13][C:14]1[N:19]=[CH:18][C:17]([CH:20]([N:22]2[CH2:27][CH2:26][O:25][CH2:24][CH2:23]2)[CH3:21])=[CH:16][CH:15]=1.[B:28](OC(C)C)([O:33]C(C)C)[O:29]C(C)C. (3) Given the product [C:26]([O:27][C@@H:8]1[CH2:9][C@@H:2]2[O:1][C:5](=[O:6])[CH2:4][C@@H:3]2[C@H:7]1[CH2:12][O:15][C:16](=[O:18])[CH3:17])(=[O:29])[CH3:10], predict the reactants needed to synthesize it. The reactants are: [O:1]1[C:5](=[O:6])[CH2:4][CH:3]2[CH:7]=[CH:8][CH2:9][CH:2]12.[CH2:10]=O.[C:12]([O:15][C:16](=[O:18])[CH3:17])(=O)C.S(=O)(=O)(O)O.[OH-].[K+].[C:26](=[O:29])(O)[O-:27].[Na+]. (4) Given the product [Br:1][C:2]1[N:3]=[CH:4][C:5]([CH:24]([OH:25])[C:21]2[C:20]([CH3:26])=[N:19][N:18]([C:16]3[CH:15]=[CH:14][C:11]([C:12]#[N:13])=[C:10]([Cl:9])[CH:17]=3)[C:22]=2[CH3:23])=[CH:6][CH:7]=1, predict the reactants needed to synthesize it. The reactants are: [Br:1][C:2]1[CH:7]=[CH:6][C:5](Br)=[CH:4][N:3]=1.[Cl:9][C:10]1[CH:17]=[C:16]([N:18]2[C:22]([CH3:23])=[C:21]([CH:24]=[O:25])[C:20]([CH3:26])=[N:19]2)[CH:15]=[CH:14][C:11]=1[C:12]#[N:13].C1COCC1.[Cl-].[NH4+]. (5) Given the product [C:23]([O:31][CH2:32][C@@H:33]1[C@@H:37]([O:38][C:39](=[O:46])[C:40]2[CH:45]=[CH:44][CH:43]=[CH:42][CH:41]=2)[C@:36]([F:48])([CH3:47])[C@@H:35]([Br:51])[O:34]1)(=[O:30])[C:24]1[CH:29]=[CH:28][CH:27]=[CH:26][CH:25]=1, predict the reactants needed to synthesize it. The reactants are: ClCCl.C1(P(C2C=CC=CC=2)C2C=CC=CC=2)C=CC=CC=1.[C:23]([O:31][CH2:32][C@@H:33]1[C@@H:37]([O:38][C:39](=[O:46])[C:40]2[CH:45]=[CH:44][CH:43]=[CH:42][CH:41]=2)[C@:36]([F:48])([CH3:47])[C@H:35](O)[O:34]1)(=[O:30])[C:24]1[CH:29]=[CH:28][CH:27]=[CH:26][CH:25]=1.C(Br)(Br)(Br)[Br:51].